Task: Predict the reactants needed to synthesize the given product.. Dataset: Full USPTO retrosynthesis dataset with 1.9M reactions from patents (1976-2016) (1) Given the product [NH2:1][C:2]1[N:3]=[CH:4][C:5]2[CH:11]=[C:10]([C:12]3[CH:17]=[CH:16][C:15]([F:18])=[C:14]([NH2:19])[CH:13]=3)[C:9](=[O:22])[N:8]([CH:23]([CH3:25])[CH3:24])[C:6]=2[N:7]=1, predict the reactants needed to synthesize it. The reactants are: [NH2:1][C:2]1[N:3]=[CH:4][C:5]2[CH:11]=[C:10]([C:12]3[CH:17]=[CH:16][C:15]([F:18])=[C:14]([N+:19]([O-])=O)[CH:13]=3)[C:9](=[O:22])[N:8]([CH:23]([CH3:25])[CH3:24])[C:6]=2[N:7]=1. (2) Given the product [Cl:30][C:27]1[CH:26]=[CH:25][C:24]([C:3]2[C:2]([C:39]3[CH:44]=[CH:43][N:42]=[CH:41][CH:40]=3)=[C:7]([CH3:8])[N:6]3[C:9](=[O:23])[N:10]([CH2:12][C:13]4[CH:14]=[N:15][C:16]([C:19]([F:22])([F:20])[F:21])=[CH:17][CH:18]=4)[N:11]=[C:5]3[CH:4]=2)=[CH:29][CH:28]=1, predict the reactants needed to synthesize it. The reactants are: Br[C:2]1[C:3]([C:24]2[CH:29]=[CH:28][C:27]([Cl:30])=[CH:26][CH:25]=2)=[CH:4][C:5]2[N:6]([C:9](=[O:23])[N:10]([CH2:12][C:13]3[CH:14]=[N:15][C:16]([C:19]([F:22])([F:21])[F:20])=[CH:17][CH:18]=3)[N:11]=2)[C:7]=1[CH3:8].CC1(C)C(C)(C)OB([C:39]2[CH:44]=[CH:43][N:42]=[CH:41][CH:40]=2)O1.CC1C(CN2C(=O)N3C=CC(C4C=CC(C#N)=CC=4)=C(C4C=CC=CC=4)C3=N2)=CC=C(C(F)(F)F)N=1. (3) Given the product [F:31][C:32]([F:37])([F:36])[C:33]([OH:35])=[O:34].[NH2:13][CH:12]1[CH2:32][CH2:8][CH2:9][N:10]([C:14]2[N:22]=[C:21]([Cl:23])[N:20]=[C:19]3[C:15]=2[N:16]([CH2:26][C:27]#[C:28][CH3:29])[C:17](=[O:25])[N:18]3[CH3:24])[CH2:11]1, predict the reactants needed to synthesize it. The reactants are: C(OC(=O)N[CH:8]1[NH:13][CH2:12][CH2:11][N:10]([C:14]2[N:22]=[C:21]([Cl:23])[N:20]=[C:19]3[C:15]=2[N:16]([CH2:26][C:27]#[C:28][CH3:29])[C:17](=[O:25])[N:18]3[CH3:24])[CH2:9]1)(C)(C)C.[F:31][C:32]([F:37])([F:36])[C:33]([OH:35])=[O:34]. (4) Given the product [NH2:52][C:47]1[C:46]([C:32]2[N:31]([C:28]3[CH:27]=[CH:26][C:25]([CH2:24][NH:23][C:1](=[O:9])[C:2]4[CH:3]=[CH:4][CH:5]=[CH:6][CH:7]=4)=[CH:30][CH:29]=3)[C:35]3=[N:36][CH:37]=[C:38]([C:40]4[CH:41]=[N:42][CH:43]=[CH:44][CH:45]=4)[CH:39]=[C:34]3[N:33]=2)=[CH:51][CH:50]=[CH:49][N:48]=1, predict the reactants needed to synthesize it. The reactants are: [C:1]([OH:9])(=O)[C:2]1[CH:7]=[CH:6][CH:5]=[CH:4][CH:3]=1.C1N=CN(C(N2C=NC=C2)=O)C=1.Cl.[NH2:23][CH2:24][C:25]1[CH:30]=[CH:29][C:28]([N:31]2[C:35]3=[N:36][CH:37]=[C:38]([C:40]4[CH:41]=[N:42][CH:43]=[CH:44][CH:45]=4)[CH:39]=[C:34]3[N:33]=[C:32]2[C:46]2[C:47]([NH2:52])=[N:48][CH:49]=[CH:50][CH:51]=2)=[CH:27][CH:26]=1. (5) Given the product [S:34]1[C:35]2[CH:40]=[CH:39][CH:38]=[CH:37][C:36]=2[C:32]([N:26]2[CH2:27][CH2:28][N:29]([CH2:8][CH2:9][CH2:10][C:11]3[CH:12]=[C:13]4[C:18](=[C:19]([Cl:21])[CH:20]=3)[NH:17][C:16](=[O:22])[CH2:15][C:14]4([CH3:24])[CH3:23])[CH2:30][CH2:31]2)=[N:33]1, predict the reactants needed to synthesize it. The reactants are: C(=O)([O-])[O-].[K+].[K+].Cl[CH2:8][CH2:9][CH2:10][C:11]1[CH:12]=[C:13]2[C:18](=[C:19]([Cl:21])[CH:20]=1)[NH:17][C:16](=[O:22])[CH2:15][C:14]2([CH3:24])[CH3:23].Cl.[N:26]1([C:32]2[C:36]3[CH:37]=[CH:38][CH:39]=[CH:40][C:35]=3[S:34][N:33]=2)[CH2:31][CH2:30][NH:29][CH2:28][CH2:27]1. (6) Given the product [F:14][C:15]1[CH:16]=[C:17]([CH:18]=[CH:19][C:20]=1[F:21])[O:22][C:2]1[CH:9]=[CH:8][C:5]([CH:6]=[O:7])=[CH:4][C:3]=1[C:10]([F:13])([F:12])[F:11], predict the reactants needed to synthesize it. The reactants are: F[C:2]1[CH:9]=[CH:8][C:5]([CH:6]=[O:7])=[CH:4][C:3]=1[C:10]([F:13])([F:12])[F:11].[F:14][C:15]1[CH:16]=[C:17]([OH:22])[CH:18]=[CH:19][C:20]=1[F:21]. (7) Given the product [Cl:1][C:2]1[CH:3]=[C:4]([CH:27]=[CH:28][C:29]=1[F:30])[CH2:5][N:6]1[CH2:15][CH2:14][C:13]2[C:8](=[C:9]([OH:24])[C:10](=[O:23])[N:11]([CH3:22])[C:12]=2[N:16]([CH3:21])[S:17]([CH3:20])(=[O:19])=[O:18])[C:7]1=[O:26], predict the reactants needed to synthesize it. The reactants are: [Cl:1][C:2]1[CH:3]=[C:4]([CH:27]=[CH:28][C:29]=1[F:30])[CH2:5][N:6]1[CH2:15][CH2:14][C:13]2[C:8](=[C:9]([O:24]C)[C:10](=[O:23])[N:11]([CH3:22])[C:12]=2[N:16]([CH3:21])[S:17]([CH3:20])(=[O:19])=[O:18])[C:7]1=[O:26].C(OCC)C. (8) The reactants are: Cl[C:2]1[C:7]([C:8]([O:10][CH2:11][CH3:12])=[S:9])=[CH:6][N:5]=[C:4]([CH3:13])[N:3]=1.[F:14][C:15]1[CH:21]=[CH:20][C:18]([NH2:19])=[CH:17][CH:16]=1. Given the product [F:14][C:15]1[CH:21]=[CH:20][C:18]([NH:19][C:2]2[C:7]([C:8]([O:10][CH2:11][CH3:12])=[S:9])=[CH:6][N:5]=[C:4]([CH3:13])[N:3]=2)=[CH:17][CH:16]=1, predict the reactants needed to synthesize it. (9) The reactants are: [F:1][C:2]1[C:7]([N+:8]([O-:10])=[O:9])=[CH:6][CH:5]=[C:4]([F:11])[C:3]=1[OH:12].C1(P(C2C=CC=CC=2)C2C=CC=CC=2)C=CC=CC=1.[C:32]([O:36][C:37](=[O:42])[NH:38][CH2:39][CH2:40]O)([CH3:35])([CH3:34])[CH3:33].N(C(OCC)=O)=NC(OCC)=O. Given the product [C:32]([O:36][C:37](=[O:42])[NH:38][CH2:39][CH2:40][O:12][C:3]1[C:4]([F:11])=[CH:5][CH:6]=[C:7]([N+:8]([O-:10])=[O:9])[C:2]=1[F:1])([CH3:35])([CH3:34])[CH3:33], predict the reactants needed to synthesize it. (10) Given the product [Cl:1][C:2]1[N:3]=[C:4]([NH:21][CH:22]2[CH2:27][CH2:26][O:25][CH2:24][CH2:23]2)[C:5]2[S:10][CH2:9][CH2:8][C:6]=2[N:7]=1, predict the reactants needed to synthesize it. The reactants are: [Cl:1][C:2]1[N:3]=[C:4](Cl)[C:5]2[S:10][CH2:9][CH2:8][C:6]=2[N:7]=1.C(N(C(C)C)CC)(C)C.[NH2:21][CH:22]1[CH2:27][CH2:26][O:25][CH2:24][CH2:23]1.